Dataset: Full USPTO retrosynthesis dataset with 1.9M reactions from patents (1976-2016). Task: Predict the reactants needed to synthesize the given product. (1) Given the product [CH3:35][N:36]([CH3:42])[C@H:37]1[CH2:41][CH2:40][N:39]([C:2]2[C:3]([C:22]3[CH:27]=[CH:26][CH:25]=[CH:24][CH:23]=3)=[C:4]([CH3:21])[C:5]([C:19]#[N:20])=[C:6]3[C:10]=2[O:9][CH2:8][N:7]3[C:33]([N:30]2[CH2:48][CH2:47][O:46][CH2:43][CH2:44]2)=[O:51])[CH2:38]1, predict the reactants needed to synthesize it. The reactants are: F[C:2]1[C:3]([C:22]2[CH:27]=[CH:26][CH:25]=[CH:24][CH:23]=2)=[C:4]([CH3:21])[C:5]([C:19]#[N:20])=[C:6]2[C:10]=1[O:9][C:8](C(N1CCOCC1)=O)=[N:7]2.C([N:30]([CH2:33]C)CC)C.[CH3:35][N:36]([CH3:42])[C@H:37]1[CH2:41][CH2:40][NH:39][CH2:38]1.[C:43]([O:46][CH2:47][CH3:48])(=O)[CH3:44].CS(C)=[O:51]. (2) The reactants are: Cl.[NH:2]1[CH2:6][CH2:5][CH2:4][CH2:3]1.[C-:7]#[N:8].[K+].[CH:10](=O)[CH3:11]. Given the product [N:2]1([CH:10]([CH3:11])[C:7]#[N:8])[CH2:6][CH2:5][CH2:4][CH2:3]1, predict the reactants needed to synthesize it. (3) Given the product [Br:29][C:10]1[N:9]=[C:8]([CH:11]2[CH2:21][N:15]3[C:16](=[O:20])[O:17][CH2:18][CH2:19][CH:14]3[CH2:13][CH2:12]2)[N:4]2[CH:5]=[CH:6][N:7]=[C:2]([Cl:1])[C:3]=12, predict the reactants needed to synthesize it. The reactants are: [Cl:1][C:2]1[C:3]2[N:4]([C:8]([CH:11]3[CH2:21][N:15]4[C:16](=[O:20])[O:17][CH2:18][CH2:19][CH:14]4[CH2:13][CH2:12]3)=[N:9][CH:10]=2)[CH:5]=[CH:6][N:7]=1.C1C(=O)N([Br:29])C(=O)C1.O. (4) Given the product [Br:39][CH2:13][C:5]1[C:4]([C:15]([F:18])([F:17])[F:16])=[N:3][N:2]([CH3:1])[C:6]=1[O:7][CH2:8][C:9]([F:12])([F:11])[F:10], predict the reactants needed to synthesize it. The reactants are: [CH3:1][N:2]1[C:6]([O:7][CH2:8][C:9]([F:12])([F:11])[F:10])=[C:5]([CH2:13]O)[C:4]([C:15]([F:18])([F:17])[F:16])=[N:3]1.C1(P(C2C=CC=CC=2)C2C=CC=CC=2)C=CC=CC=1.C(Br)(Br)(Br)[Br:39].